The task is: Regression. Given two drug SMILES strings and cell line genomic features, predict the synergy score measuring deviation from expected non-interaction effect.. This data is from NCI-60 drug combinations with 297,098 pairs across 59 cell lines. (1) Drug 1: C1=CN(C(=O)N=C1N)C2C(C(C(O2)CO)O)O.Cl. Drug 2: C1CN(CCN1C(=O)CCBr)C(=O)CCBr. Cell line: BT-549. Synergy scores: CSS=32.2, Synergy_ZIP=-2.03, Synergy_Bliss=-0.300, Synergy_Loewe=3.67, Synergy_HSA=5.36. (2) Drug 1: CCC1=CC2CC(C3=C(CN(C2)C1)C4=CC=CC=C4N3)(C5=C(C=C6C(=C5)C78CCN9C7C(C=CC9)(C(C(C8N6C)(C(=O)OC)O)OC(=O)C)CC)OC)C(=O)OC.C(C(C(=O)O)O)(C(=O)O)O. Drug 2: C1CN1P(=S)(N2CC2)N3CC3. Cell line: SK-MEL-5. Synergy scores: CSS=26.6, Synergy_ZIP=-6.04, Synergy_Bliss=-4.49, Synergy_Loewe=-7.04, Synergy_HSA=-2.80. (3) Drug 1: C1C(C(OC1N2C=C(C(=O)NC2=O)F)CO)O. Drug 2: CC1CCC2CC(C(=CC=CC=CC(CC(C(=O)C(C(C(=CC(C(=O)CC(OC(=O)C3CCCCN3C(=O)C(=O)C1(O2)O)C(C)CC4CCC(C(C4)OC)O)C)C)O)OC)C)C)C)OC. Cell line: HT29. Synergy scores: CSS=16.4, Synergy_ZIP=-5.85, Synergy_Bliss=-2.91, Synergy_Loewe=-12.0, Synergy_HSA=-1.62. (4) Drug 1: CC1=C2C(C(=O)C3(C(CC4C(C3C(C(C2(C)C)(CC1OC(=O)C(C(C5=CC=CC=C5)NC(=O)OC(C)(C)C)O)O)OC(=O)C6=CC=CC=C6)(CO4)OC(=O)C)OC)C)OC. Drug 2: C1=CC(=CC=C1CCC2=CNC3=C2C(=O)NC(=N3)N)C(=O)NC(CCC(=O)O)C(=O)O. Cell line: T-47D. Synergy scores: CSS=31.1, Synergy_ZIP=1.97, Synergy_Bliss=3.46, Synergy_Loewe=1.60, Synergy_HSA=5.82. (5) Drug 1: C1CCC(C1)C(CC#N)N2C=C(C=N2)C3=C4C=CNC4=NC=N3. Drug 2: CC=C1C(=O)NC(C(=O)OC2CC(=O)NC(C(=O)NC(CSSCCC=C2)C(=O)N1)C(C)C)C(C)C. Cell line: SNB-19. Synergy scores: CSS=53.9, Synergy_ZIP=5.79, Synergy_Bliss=-0.561, Synergy_Loewe=-73.6, Synergy_HSA=-2.66. (6) Drug 1: C1=C(C(=O)NC(=O)N1)N(CCCl)CCCl. Drug 2: CC1=C2C(C(=O)C3(C(CC4C(C3C(C(C2(C)C)(CC1OC(=O)C(C(C5=CC=CC=C5)NC(=O)OC(C)(C)C)O)O)OC(=O)C6=CC=CC=C6)(CO4)OC(=O)C)O)C)O. Cell line: EKVX. Synergy scores: CSS=28.4, Synergy_ZIP=-11.1, Synergy_Bliss=-4.68, Synergy_Loewe=-30.0, Synergy_HSA=-2.99.